From a dataset of Full USPTO retrosynthesis dataset with 1.9M reactions from patents (1976-2016). Predict the reactants needed to synthesize the given product. (1) Given the product [F:1][C:2]1[CH:24]=[CH:23][C:5]([CH2:6][O:7][C:8]2[CH:13]=[CH:12][C:11]([N:14]3[CH2:18][CH2:17][CH:16]([C:19]([NH2:25])=[O:20])[C:15]3=[O:22])=[CH:10][CH:9]=2)=[CH:4][CH:3]=1, predict the reactants needed to synthesize it. The reactants are: [F:1][C:2]1[CH:24]=[CH:23][C:5]([CH2:6][O:7][C:8]2[CH:13]=[CH:12][C:11]([N:14]3[CH2:18][CH2:17][CH:16]([C:19](O)=[O:20])[C:15]3=[O:22])=[CH:10][CH:9]=2)=[CH:4][CH:3]=1.[NH3:25]. (2) Given the product [F:1][C:2]1[CH:7]=[CH:6][CH:5]=[CH:4][C:3]=1[C:8]1[N:9]([S:38]([C:36]2[S:37][C:33]([CH3:32])=[CH:34][CH:35]=2)(=[O:40])=[O:39])[CH:10]=[C:11]([CH:13]=[O:14])[N:12]=1, predict the reactants needed to synthesize it. The reactants are: [F:1][C:2]1[CH:7]=[CH:6][CH:5]=[CH:4][C:3]=1[C:8]1[NH:9][CH:10]=[C:11]([CH:13]=[O:14])[N:12]=1.[H-].[Na+].C1OCCOCCOCCOCCOC1.[CH3:32][C:33]1[S:37][C:36]([S:38](Cl)(=[O:40])=[O:39])=[CH:35][CH:34]=1. (3) The reactants are: [CH3:1][N:2]([CH3:57])[C:3]1[N:4]=[C:5]([O:15][C@H:16]2[CH2:56][N:19]3[C:20](=[O:55])[C@@H:21]([NH:47]C(=O)OC(C)(C)C)[C@H:22]([CH3:46])[CH2:23][CH:24]([CH3:45])[CH2:25][CH2:26][CH:27]=[CH:28][C@@H:29]4[CH2:34][C@@:30]4([C:35](=[O:44])[NH:36][S:37]([C:40]4([CH3:43])[CH2:42][CH2:41]4)(=[O:39])=[O:38])[NH:31][C:32](=[O:33])[C@@H:18]3[CH2:17]2)[C:6]2[C:11]([CH:12]=1)=[CH:10][C:9]([O:13][CH3:14])=[CH:8][CH:7]=2.[F:58][C:59]([F:64])([F:63])[C:60]([OH:62])=[O:61]. Given the product [OH:62][C:60]([C:59]([F:64])([F:63])[F:58])=[O:61].[NH2:47][C@@H:21]1[C:20](=[O:55])[N:19]2[CH2:56][C@H:16]([O:15][C:5]3[C:6]4[C:11](=[CH:10][C:9]([O:13][CH3:14])=[CH:8][CH:7]=4)[CH:12]=[C:3]([N:2]([CH3:1])[CH3:57])[N:4]=3)[CH2:17][C@H:18]2[C:32](=[O:33])[NH:31][C@:30]2([C:35]([NH:36][S:37]([C:40]3([CH3:43])[CH2:41][CH2:42]3)(=[O:38])=[O:39])=[O:44])[CH2:34][C@H:29]2[CH:28]=[CH:27][CH2:26][CH2:25][CH:24]([CH3:45])[CH2:23][C@H:22]1[CH3:46], predict the reactants needed to synthesize it. (4) Given the product [Cl:1][C:2]1[CH:7]=[CH:6][C:5]([C:8]2[CH:13]=[CH:12][C:11]([O:14][S:24]([C:27]([F:30])([F:29])[F:28])(=[O:26])=[O:25])=[C:10]([CH:15]=[O:16])[CH:9]=2)=[C:4]([F:17])[CH:3]=1, predict the reactants needed to synthesize it. The reactants are: [Cl:1][C:2]1[CH:7]=[CH:6][C:5]([C:8]2[CH:13]=[CH:12][C:11]([OH:14])=[C:10]([CH:15]=[O:16])[CH:9]=2)=[C:4]([F:17])[CH:3]=1.N1C=CC=CC=1.[S:24](O[S:24]([C:27]([F:30])([F:29])[F:28])(=[O:26])=[O:25])([C:27]([F:30])([F:29])[F:28])(=[O:26])=[O:25]. (5) Given the product [C:23]([O:22][C:20]([NH:19][CH:15]([CH3:14])[C:16]([OH:18])=[O:17])=[O:21])([CH3:26])([CH3:24])[CH3:25], predict the reactants needed to synthesize it. The reactants are: NC1N=C(C2C=CC([CH2:14][C@H:15]([NH:19][C:20]([O:22][C:23]([CH3:26])([CH3:25])[CH3:24])=[O:21])[C:16]([OH:18])=[O:17])=CC=2)C=C(O[C@@H](C2C=CC(Br)=CC=2)C(F)(F)F)N=1.FC1C=C(B(O)O)C=CN=1.C(#N)C.C(=O)([O-])[O-].[Na+].[Na+]. (6) Given the product [CH3:27][O:26][C:23]1[CH:22]=[N:21][C:20]([N:1]2[CH2:6][CH2:5][CH:4]([C@H:7]3[CH2:9][C@H:8]3[CH2:10][CH2:11][OH:12])[CH2:3][CH2:2]2)=[N:25][CH:24]=1, predict the reactants needed to synthesize it. The reactants are: [NH:1]1[CH2:6][CH2:5][CH:4]([C@H:7]2[CH2:9][C@H:8]2[CH2:10][CH2:11][OH:12])[CH2:3][CH2:2]1.C(=O)([O-])[O-].[Cs+].[Cs+].Cl[C:20]1[N:25]=[CH:24][C:23]([O:26][CH3:27])=[CH:22][N:21]=1.